From a dataset of Forward reaction prediction with 1.9M reactions from USPTO patents (1976-2016). Predict the product of the given reaction. Given the reactants [CH2:1]([O:8][C:9]([N:11]([CH3:32])[CH:12]1[CH:19]2[CH2:20][CH:16]([CH2:17][CH2:18]2)[CH2:15][N:14]2[C:21](=[O:31])[C:22]([OH:30])=[C:23]([C:25]([O:27][CH2:28][CH3:29])=[O:26])[N:24]=[C:13]12)=[O:10])[C:2]1[CH:7]=[CH:6][CH:5]=[CH:4][CH:3]=1.[C:33](O[C:33](=[O:40])[C:34]1[CH:39]=[CH:38][CH:37]=[CH:36][CH:35]=1)(=[O:40])[C:34]1[CH:39]=[CH:38][CH:37]=[CH:36][CH:35]=1, predict the reaction product. The product is: [C:33]([O:30][C:22]1[C:21](=[O:31])[N:14]2[CH2:15][CH:16]3[CH2:20][CH:19]([CH:12]([N:11]([C:9]([O:8][CH2:1][C:2]4[CH:7]=[CH:6][CH:5]=[CH:4][CH:3]=4)=[O:10])[CH3:32])[C:13]2=[N:24][C:23]=1[C:25]([O:27][CH2:28][CH3:29])=[O:26])[CH2:18][CH2:17]3)(=[O:40])[C:34]1[CH:39]=[CH:38][CH:37]=[CH:36][CH:35]=1.